From a dataset of Forward reaction prediction with 1.9M reactions from USPTO patents (1976-2016). Predict the product of the given reaction. The product is: [CH:21]1([C:19]([N:16]2[CH2:17][CH2:18][C@@H:14]([CH2:13][N:12]3[C:11]4[CH:24]=[C:25]([C:28]([N:30]5[CH2:31][CH2:32][N:33]([CH3:36])[CH2:34][CH2:35]5)=[O:29])[CH:26]=[CH:27][C:10]=4[N:9]=[C:8]3[C:5]3[CH:4]=[CH:3][C:2]([C:43]4[CH:44]=[C:45]5[C:40]([CH:39]=[CH:38][NH:37]5)=[CH:41][CH:42]=4)=[CH:7][CH:6]=3)[CH2:15]2)=[O:20])[CH2:23][CH2:22]1. Given the reactants Br[C:2]1[CH:7]=[CH:6][C:5]([C:8]2[N:12]([CH2:13][C@@H:14]3[CH2:18][CH2:17][N:16]([C:19]([CH:21]4[CH2:23][CH2:22]4)=[O:20])[CH2:15]3)[C:11]3[CH:24]=[C:25]([C:28]([N:30]4[CH2:35][CH2:34][N:33]([CH3:36])[CH2:32][CH2:31]4)=[O:29])[CH:26]=[CH:27][C:10]=3[N:9]=2)=[CH:4][CH:3]=1.[NH:37]1[C:45]2[C:40](=[CH:41][CH:42]=[C:43](B(O)O)[CH:44]=2)[CH:39]=[CH:38]1.C(=O)(O)[O-].[Na+], predict the reaction product.